Dataset: Catalyst prediction with 721,799 reactions and 888 catalyst types from USPTO. Task: Predict which catalyst facilitates the given reaction. (1) Reactant: [F:1][C:2]1[CH:3]=[CH:4][C:5]([O:27][CH3:28])=[C:6]([C:8]2[C:9]3[CH:16]=[C:15]([C:17]4[CH2:26][CH2:25][C:20]5(OCC[O:21]5)[CH2:19][CH:18]=4)[NH:14][C:10]=3[N:11]=[CH:12][N:13]=2)[CH:7]=1.FC(F)(F)C(O)=O. Product: [F:1][C:2]1[CH:3]=[CH:4][C:5]([O:27][CH3:28])=[C:6]([C:8]2[C:9]3[CH:16]=[C:15]([C:17]4[CH2:26][CH2:25][C:20](=[O:21])[CH2:19][CH:18]=4)[NH:14][C:10]=3[N:11]=[CH:12][N:13]=2)[CH:7]=1. The catalyst class is: 4. (2) Reactant: [C:1]([O:5][C:6]([NH:8][CH2:9][C@H:10]1[CH2:15][CH2:14][C@H:13]([C:16]([NH:18][C@@H:19]([CH2:23][C:24]2[CH:29]=[CH:28][C:27]([C:30]3[CH:35]=[CH:34][C:33]([C:36]([O:38][CH3:39])=[O:37])=[CH:32][C:31]=3[CH3:40])=[CH:26][CH:25]=2)[C:20]([OH:22])=O)=[O:17])[CH2:12][CH2:11]1)=[O:7])([CH3:4])([CH3:3])[CH3:2].Cl.[F:42][C:43]([F:58])([C:48]1[NH:52][C:51]2[CH:53]=[CH:54][C:55]([NH2:57])=[CH:56][C:50]=2[N:49]=1)[C:44]([F:47])([F:46])[F:45].C(N(CC)C(C)C)(C)C.C(P1(=O)OP(=O)(CCC)OP(=O)(CCC)O1)CC.C(=O)([O-])O.[Na+]. Product: [C:1]([O:5][C:6]([NH:8][CH2:9][C@H:10]1[CH2:11][CH2:12][C@H:13]([C:16]([NH:18][C@H:19]([C:20](=[O:22])[NH:57][C:55]2[CH:54]=[CH:53][C:51]3[NH:52][C:48]([C:43]([F:58])([F:42])[C:44]([F:45])([F:46])[F:47])=[N:49][C:50]=3[CH:56]=2)[CH2:23][C:24]2[CH:29]=[CH:28][C:27]([C:30]3[CH:35]=[CH:34][C:33]([C:36]([O:38][CH3:39])=[O:37])=[CH:32][C:31]=3[CH3:40])=[CH:26][CH:25]=2)=[O:17])[CH2:14][CH2:15]1)=[O:7])([CH3:2])([CH3:4])[CH3:3]. The catalyst class is: 9.